From a dataset of Catalyst prediction with 721,799 reactions and 888 catalyst types from USPTO. Predict which catalyst facilitates the given reaction. (1) Reactant: [NH3:1].[CH3:2][O:3][C:4](=[O:16])[CH2:5][C:6]1[CH:11]=[CH:10][CH:9]=[C:8]([S:12](Cl)(=[O:14])=[O:13])[CH:7]=1.ClCCl. Product: [CH3:2][O:3][C:4](=[O:16])[CH2:5][C:6]1[CH:11]=[CH:10][CH:9]=[C:8]([S:12]([NH2:1])(=[O:14])=[O:13])[CH:7]=1. The catalyst class is: 10. (2) Reactant: [Na].C(=O)(O)O.[CH3:6][O:7][C:8]1[CH:13]=[CH:12][C:11]([NH:14][C:15]([NH2:17])=[NH:16])=[CH:10][CH:9]=1.CN(C)/[CH:20]=[CH:21]/[C:22]([C:24]1[S:28][C:27]([C:29]([NH:31][CH2:32][C:33]2[CH:38]=[CH:37][CH:36]=[CH:35][CH:34]=2)=[O:30])=[CH:26][CH:25]=1)=O.[O-]CC.[Na+]. Product: [CH3:6][O:7][C:8]1[CH:9]=[CH:10][C:11]([NH:14][C:15]2[N:17]=[C:22]([C:24]3[S:28][C:27]([C:29]([NH:31][CH2:32][C:33]4[CH:34]=[CH:35][CH:36]=[CH:37][CH:38]=4)=[O:30])=[CH:26][CH:25]=3)[CH:21]=[CH:20][N:16]=2)=[CH:12][CH:13]=1. The catalyst class is: 14. (3) The catalyst class is: 7. Reactant: [CH3:1][S:2]([C:5]1[CH:6]=[C:7]([CH:11](O)[CH3:12])[CH:8]=[CH:9][CH:10]=1)(=[O:4])=[O:3].C1(P(C2C=CC=CC=2)C2C=CC=CC=2)C=CC=CC=1.[C:33]1(=[O:43])[NH:37][C:36](=[O:38])[C:35]2=[CH:39][CH:40]=[CH:41][CH:42]=[C:34]12.N(C(OC(C)C)=O)=NC(OC(C)C)=O. Product: [CH3:1][S:2]([C:5]1[CH:6]=[C:7]([CH:11]([N:37]2[C:33](=[O:43])[C:34]3[C:35](=[CH:39][CH:40]=[CH:41][CH:42]=3)[C:36]2=[O:38])[CH3:12])[CH:8]=[CH:9][CH:10]=1)(=[O:4])=[O:3]. (4) Reactant: [F:1][C:2]([F:9])([C:5]([F:8])([F:7])[F:6])[CH2:3][OH:4].C1COCC1.[H-].[Na+].Br[CH2:18][C:19]1[CH:23]=[CH:22][S:21][CH:20]=1. Product: [F:1][C:2]([F:9])([C:5]([F:8])([F:7])[F:6])[CH2:3][O:4][CH2:18][C:19]1[CH:23]=[CH:22][S:21][CH:20]=1. The catalyst class is: 6. (5) Reactant: [CH2:1]([O:8][C:9]1[CH:14]=[CH:13][C:12]([C:15]2[N:24]([CH2:25][O:26][CH2:27][CH2:28][Si:29]([CH3:32])([CH3:31])[CH3:30])[C:18]3=[N:19][C:20](Cl)=[CH:21][CH:22]=[C:17]3[N:16]=2)=[CH:11][CH:10]=1)[C:2]1[CH:7]=[CH:6][CH:5]=[CH:4][CH:3]=1.[C:33]([N:40]1[CH2:45][CH2:44][NH:43][C:42](=[O:46])[CH2:41]1)([O:35][C:36]([CH3:39])([CH3:38])[CH3:37])=[O:34].CC(OC1C=CC=C(OC(C)C)C=1C1C(P(C2CCCCC2)C2CCCCC2)=CC=CC=1)C.C([O-])([O-])=O.[Cs+].[Cs+]. Product: [CH2:1]([O:8][C:9]1[CH:14]=[CH:13][C:12]([C:15]2[N:24]([CH2:25][O:26][CH2:27][CH2:28][Si:29]([CH3:32])([CH3:31])[CH3:30])[C:18]3=[N:19][C:20]([N:43]4[CH2:44][CH2:45][N:40]([C:33]([O:35][C:36]([CH3:38])([CH3:37])[CH3:39])=[O:34])[CH2:41][C:42]4=[O:46])=[CH:21][CH:22]=[C:17]3[N:16]=2)=[CH:11][CH:10]=1)[C:2]1[CH:7]=[CH:6][CH:5]=[CH:4][CH:3]=1. The catalyst class is: 218. (6) Reactant: [NH2:1][CH2:2][CH2:3][O:4][CH2:5][CH2:6][N:7]1[C:19]2[C:18]3[CH:17]=[CH:16][CH:15]=[CH:14][C:13]=3[N:12]=[C:11]([NH2:20])[C:10]=2[N:9]=[C:8]1[CH2:21][CH3:22].C(N(CC)CC)C.[CH3:30][S:31](Cl)(=[O:33])=[O:32].O. Product: [NH2:20][C:11]1[C:10]2[N:9]=[C:8]([CH2:21][CH3:22])[N:7]([CH2:6][CH2:5][O:4][CH2:3][CH2:2][NH:1][S:31]([CH3:30])(=[O:33])=[O:32])[C:19]=2[C:18]2[CH:17]=[CH:16][CH:15]=[CH:14][C:13]=2[N:12]=1. The catalyst class is: 2.